This data is from Forward reaction prediction with 1.9M reactions from USPTO patents (1976-2016). The task is: Predict the product of the given reaction. (1) Given the reactants [O:1]1[C:5]2[CH:6]=[CH:7][C:8]([C:10]3[S:11][CH:12]=[C:13]([C:15]([OH:17])=O)[N:14]=3)=[CH:9][C:4]=2[CH2:3][CH2:2]1.[CH2:18]([O:20][C:21]([C:23]1[N:24]=[C:25]([NH2:28])[O:26][CH:27]=1)=[O:22])[CH3:19].O, predict the reaction product. The product is: [O:1]1[C:5]2[CH:6]=[CH:7][C:8]([C:10]3[S:11][CH:12]=[C:13]([C:15]([NH:28][C:25]4[O:26][CH:27]=[C:23]([C:21]([O:20][CH2:18][CH3:19])=[O:22])[N:24]=4)=[O:17])[N:14]=3)=[CH:9][C:4]=2[CH2:3][CH2:2]1. (2) Given the reactants C([O:3][C:4]([C:6]1([NH:15][C:16]([C:18]2[C:26]3[O:25][C:24]([F:28])([F:27])[O:23][C:22]=3[CH:21]=[CH:20][CH:19]=2)=[O:17])[CH2:14][C:13]2[C:8](=[CH:9][CH:10]=[CH:11][CH:12]=2)[CH2:7]1)=[O:5])C.O1CCOCC1.CO.O, predict the reaction product. The product is: [F:28][C:24]1([F:27])[O:23][C:22]2[CH:21]=[CH:20][CH:19]=[C:18]([C:16]([NH:15][C:6]3([C:4]([OH:5])=[O:3])[CH2:7][C:8]4[C:13](=[CH:12][CH:11]=[CH:10][CH:9]=4)[CH2:14]3)=[O:17])[C:26]=2[O:25]1. (3) Given the reactants [Cl:1][C:2]1[CH:44]=[CH:43][C:5]([CH2:6][C:7]2[C:15]3[C:14](=[O:16])[N:13]([CH2:17][CH2:18][CH2:19][O:20]C4CCCCO4)[C:12](=[O:27])[N:11](COCC[Si](C)(C)C)[C:10]=3[O:9][C:8]=2[C:36]2[CH:41]=[CH:40][CH:39]=[C:38]([Cl:42])[CH:37]=2)=[CH:4][CH:3]=1, predict the reaction product. The product is: [Cl:1][C:2]1[CH:3]=[CH:4][C:5]([CH2:6][C:7]2[C:15]3[C:14](=[O:16])[N:13]([CH2:17][CH2:18][CH2:19][OH:20])[C:12](=[O:27])[NH:11][C:10]=3[O:9][C:8]=2[C:36]2[CH:41]=[CH:40][CH:39]=[C:38]([Cl:42])[CH:37]=2)=[CH:43][CH:44]=1. (4) Given the reactants CCCC[N+](CCCC)(CCCC)CCCC.[F-].[CH3:19][N:20]([CH3:54])[C:21]1[CH:26]=[CH:25][C:24]([C:27]2[N:32]=[C:31]3[N:33](COCC[Si](C)(C)C)[N:34]=[C:35]([C:36]4[CH:41]=[CH:40][CH:39]=[CH:38][CH:37]=4)[C:30]3=[C:29]([C:50]([F:53])([F:52])[F:51])[CH:28]=2)=[CH:23][CH:22]=1.O, predict the reaction product. The product is: [CH3:19][N:20]([CH3:54])[C:21]1[CH:22]=[CH:23][C:24]([C:27]2[N:32]=[C:31]3[NH:33][N:34]=[C:35]([C:36]4[CH:41]=[CH:40][CH:39]=[CH:38][CH:37]=4)[C:30]3=[C:29]([C:50]([F:53])([F:51])[F:52])[CH:28]=2)=[CH:25][CH:26]=1. (5) Given the reactants NC(C)(C)C[O:4]C1C=CC(C#N)=CC=1F.[C:16]([O:20][C:21](=[O:37])[NH:22][C:23]([CH3:36])([CH3:35])[CH2:24][O:25][C:26]1[CH:31]=[CH:30][C:29]([C:32]#N)=[CH:28][C:27]=1[F:34])([CH3:19])([CH3:18])[CH3:17], predict the reaction product. The product is: [C:16]([O:20][C:21](=[O:37])[NH:22][C:23]([CH3:36])([CH3:35])[CH2:24][O:25][C:26]1[CH:31]=[CH:30][C:29]([CH:32]=[O:4])=[CH:28][C:27]=1[F:34])([CH3:19])([CH3:18])[CH3:17]. (6) Given the reactants [CH3:1][C@H:2]1[CH2:7][CH2:6][NH:5][C:4](=[O:8])[CH2:3]1.[C:9](O[C:9]([O:11][C:12]([CH3:15])([CH3:14])[CH3:13])=[O:10])([O:11][C:12]([CH3:15])([CH3:14])[CH3:13])=[O:10].ClCCl, predict the reaction product. The product is: [C:9]([N:5]1[CH2:6][CH2:7][C@H:2]([CH3:1])[CH2:3][C:4]1=[O:8])([O:11][C:12]([CH3:15])([CH3:14])[CH3:13])=[O:10]. (7) Given the reactants [Cl:1][C:2]1[CH:7]=[CH:6][C:5]([C@H:8]2[C@H:13]([O:14][CH2:15][C:16]3[CH:21]=[CH:20][CH:19]=[CH:18][CH:17]=3)[C@@H:12]([O:22][CH2:23][C:24]3[CH:29]=[CH:28][CH:27]=[CH:26][CH:25]=3)[C@H:11]([O:30][CH2:31][C:32]3[CH:37]=[CH:36][CH:35]=[CH:34][CH:33]=3)[C@@H:10]([CH2:38][O:39][CH2:40][C:41]3[CH:46]=[CH:45][CH:44]=[CH:43][CH:42]=3)[O:9]2)=[CH:4][C:3]=1[CH:47]([C:52]1[N:53]=[N+:54]([O-])[C:55]2[CH:61]=[C:60]([CH3:62])[CH:59]=[CH:58][C:56]=2[N:57]=1)[C:48]([O:50][CH3:51])=[O:49].[Cl-].[NH4+].CCOC(C)=O, predict the reaction product. The product is: [Cl:1][C:2]1[CH:7]=[CH:6][C:5]([C@H:8]2[C@H:13]([O:14][CH2:15][C:16]3[CH:17]=[CH:18][CH:19]=[CH:20][CH:21]=3)[C@@H:12]([O:22][CH2:23][C:24]3[CH:29]=[CH:28][CH:27]=[CH:26][CH:25]=3)[C@H:11]([O:30][CH2:31][C:32]3[CH:37]=[CH:36][CH:35]=[CH:34][CH:33]=3)[C@@H:10]([CH2:38][O:39][CH2:40][C:41]3[CH:42]=[CH:43][CH:44]=[CH:45][CH:46]=3)[O:9]2)=[CH:4][C:3]=1[CH:47]([C:52]1[N:53]=[N:54][C:55]2[CH:61]=[C:60]([CH3:62])[CH:59]=[CH:58][C:56]=2[N:57]=1)[C:48]([O:50][CH3:51])=[O:49]. (8) Given the reactants C(O)(=O)C(O)=O.[Br:7][C:8]1[CH:28]=[CH:27][C:11]([CH2:12][CH:13]2[C:22]3[C:17](=[CH:18][C:19]([O:25][CH3:26])=[C:20]([O:23][CH3:24])[CH:21]=3)[CH2:16][CH2:15][NH:14]2)=[CH:10][CH:9]=1.[OH-].[Na+].C(Cl)[Cl:32], predict the reaction product. The product is: [ClH:32].[Br:7][C:8]1[CH:9]=[CH:10][C:11]([CH2:12][CH:13]2[C:22]3[C:17](=[CH:18][C:19]([O:25][CH3:26])=[C:20]([O:23][CH3:24])[CH:21]=3)[CH2:16][CH2:15][NH:14]2)=[CH:27][CH:28]=1. (9) Given the reactants [CH:1]1([CH2:4][NH:5][CH2:6][CH2:7][C:8]2[CH:13]=[CH:12][C:11]([C:14]3[N:18]=[CH:17][N:16]([C:19]4[CH:24]=[CH:23][C:22]([O:25][C:26]([F:29])([F:28])[F:27])=[CH:21][CH:20]=4)[N:15]=3)=[CH:10][CH:9]=2)[CH2:3][CH2:2]1.[CH:30]([C:33]1[CH:38]=[CH:37][C:36]([CH3:39])=[CH:35][C:34]=1[N:40]1[C:44](=[O:45])[CH2:43][S:42]/[C:41]/1=[N:46]\[C:47](=O)[O:48]C1C=CC([N+]([O-])=O)=CC=1)([CH3:32])[CH3:31], predict the reaction product. The product is: [CH:1]1([CH2:4][N:5]([CH2:6][CH2:7][C:8]2[CH:9]=[CH:10][C:11]([C:14]3[N:18]=[CH:17][N:16]([C:19]4[CH:20]=[CH:21][C:22]([O:25][C:26]([F:27])([F:28])[F:29])=[CH:23][CH:24]=4)[N:15]=3)=[CH:12][CH:13]=2)[C:47](/[N:46]=[C:41]2\[S:42][CH2:43][C:44](=[O:45])[N:40]\2[C:34]2[CH:35]=[C:36]([CH3:39])[CH:37]=[CH:38][C:33]=2[CH:30]([CH3:31])[CH3:32])=[O:48])[CH2:3][CH2:2]1.